Dataset: Forward reaction prediction with 1.9M reactions from USPTO patents (1976-2016). Task: Predict the product of the given reaction. (1) Given the reactants Br[C:2]1[CH:3]=[C:4]([C:14]([NH:16][CH2:17][C:18]2[C:19](=[O:26])[NH:20][C:21]([CH3:25])=[CH:22][C:23]=2[CH3:24])=[O:15])[C:5]2[CH:10]=[N:9][N:8]([CH:11]([CH3:13])[CH3:12])[C:6]=2[N:7]=1.[OH:27][CH2:28][C:29]1[CH:34]=[CH:33][C:32](B(O)O)=[CH:31][CH:30]=1.C([O-])([O-])=O.[Na+].[Na+].CCOC(C)=O, predict the reaction product. The product is: [CH3:24][C:23]1[CH:22]=[C:21]([CH3:25])[NH:20][C:19](=[O:26])[C:18]=1[CH2:17][NH:16][C:14]([C:4]1[C:5]2[CH:10]=[N:9][N:8]([CH:11]([CH3:13])[CH3:12])[C:6]=2[N:7]=[C:2]([C:32]2[CH:33]=[CH:34][C:29]([CH2:28][OH:27])=[CH:30][CH:31]=2)[CH:3]=1)=[O:15]. (2) Given the reactants [CH2:1]([O:4][C:5]1([CH3:32])[CH2:10][CH2:9][N:8]([C:11]2[N:16]3[N:17]=[C:18](Br)[CH:19]=[C:15]3[N:14]=[C:13]([CH3:21])[C:12]=2[C@H:22]([O:27][C:28]([CH3:31])([CH3:30])[CH3:29])[C:23]([O:25][CH3:26])=[O:24])[CH2:7][CH2:6]1)[CH:2]=[CH2:3].[CH2:33]([O:36][C:37]1[CH:48]=[CH:47][CH:46]=[CH:45][C:38]=1[CH2:39][C:40]1[CH:41]=[N:42][NH:43][CH:44]=1)[CH:34]=[CH2:35].CN[C@@H]1CCCC[C@H]1NC.C([O-])([O-])=O.[K+].[K+], predict the reaction product. The product is: [CH2:1]([O:4][C:5]1([CH3:32])[CH2:10][CH2:9][N:8]([C:11]2[N:16]3[N:17]=[C:18]([N:42]4[CH:41]=[C:40]([CH2:39][C:38]5[CH:45]=[CH:46][CH:47]=[CH:48][C:37]=5[O:36][CH2:33][CH:34]=[CH2:35])[CH:44]=[N:43]4)[CH:19]=[C:15]3[N:14]=[C:13]([CH3:21])[C:12]=2[C@H:22]([O:27][C:28]([CH3:31])([CH3:30])[CH3:29])[C:23]([O:25][CH3:26])=[O:24])[CH2:7][CH2:6]1)[CH:2]=[CH2:3]. (3) Given the reactants [NH:1]1[CH:8]=[CH:7][C:5](=[O:6])[NH:4][C:2]1=[O:3].F[B-](F)(F)F.[H+].[F:15][C:16](I)([F:18])[F:17].OO, predict the reaction product. The product is: [F:15][C:16]([F:18])([F:17])[C:7]1[C:5](=[O:6])[NH:4][C:2](=[O:3])[NH:1][CH:8]=1. (4) Given the reactants [CH3:1][C:2]1[C:10](B(O)O)=[CH:9][CH:8]=[C:7]2[C:3]=1[CH:4]=[N:5][NH:6]2.I[C:15]1[N:20]=[C:19]([NH2:21])[N:18]=[C:17]([NH:22][CH3:23])[CH:16]=1, predict the reaction product. The product is: [CH3:23][NH:22][C:17]1[CH:16]=[C:15]([C:10]2[C:2]([CH3:1])=[C:3]3[C:7](=[CH:8][CH:9]=2)[NH:6][N:5]=[CH:4]3)[N:20]=[C:19]([NH2:21])[N:18]=1.